Dataset: Reaction yield outcomes from USPTO patents with 853,638 reactions. Task: Predict the reaction yield, written as a fraction of the theoretical maximum amount of product (1.0 means a 100% yield; for example, 0.34 means a 34% yield). (1) The reactants are C(N[CH:5]([CH3:7])[CH3:6])(C)C.[Li].CN(C)P(N(C)C)(N(C)C)=O.[CH3:20][C:21]1([CH2:26][CH2:27][C:28]([O:30][CH2:31][CH3:32])=[O:29])[O:25][CH2:24][CH2:23][O:22]1.C(I)CC. The catalyst is C1COCC1. The product is [CH3:20][C:21]1([CH2:26][CH:27]([CH2:7][CH2:5][CH3:6])[C:28]([O:30][CH2:31][CH3:32])=[O:29])[O:22][CH2:23][CH2:24][O:25]1. The yield is 0.850. (2) The reactants are [OH:1][C:2]1[CH:3]=[C:4]([CH2:9][C:10]#[N:11])[CH:5]=[CH:6][C:7]=1[OH:8].CO[C:14](OC)([CH3:16])[CH3:15].CC1C=CC(S(O)(=O)=O)=CC=1. The catalyst is C1(C)C=CC=CC=1. The product is [CH3:15][C:14]1([CH3:16])[O:8][C:7]2[CH:6]=[CH:5][C:4]([CH2:9][C:10]#[N:11])=[CH:3][C:2]=2[O:1]1. The yield is 0.200. (3) The reactants are [C:1]([O:12][CH3:13])(=[O:11])[C:2]1[CH:10]=[CH:9][C:7]([OH:8])=[C:4]([O:5][CH3:6])[CH:3]=1.C(=O)([O-])[O-].[K+].[K+].[CH2:20](Br)[C:21]1[CH:26]=[CH:25][CH:24]=[CH:23][CH:22]=1.O. The catalyst is CN(C)C=O. The product is [CH2:20]([O:8][C:7]1[CH:9]=[CH:10][C:2]([C:1]([O:12][CH3:13])=[O:11])=[CH:3][C:4]=1[O:5][CH3:6])[C:21]1[CH:26]=[CH:25][CH:24]=[CH:23][CH:22]=1. The yield is 0.990. (4) The product is [CH2:13]([NH:12][C:10]([C:6]1[S:5][C:4]([N:1]2[CH:31]=[C:30]([C:29]([O:33][CH2:34][CH3:35])=[O:32])[N:3]=[N:2]2)=[N:8][C:7]=1[CH3:9])=[O:11])[C:14]1[CH:19]=[CH:18][CH:17]=[CH:16][CH:15]=1. The catalyst is O1CCCC1.[Cu]I. The reactants are [N:1]([C:4]1[S:5][C:6]([C:10]([NH:12][CH2:13][C:14]2[CH:19]=[CH:18][CH:17]=[CH:16][CH:15]=2)=[O:11])=[C:7]([CH3:9])[N:8]=1)=[N+:2]=[N-:3].C(N(CC)C(C)C)(C)C.[C:29]([O:33][CH2:34][CH3:35])(=[O:32])[C:30]#[CH:31]. The yield is 0.610. (5) The reactants are [C:1]1([C:7]2[O:11][N:10]=[C:9]([C:12]([O:14][CH2:15][CH3:16])=[O:13])[CH:8]=2)[CH:6]=[CH:5][CH:4]=[CH:3][CH:2]=1.[I:17]N1C(=O)CCC1=O. The catalyst is FC(F)(F)C(O)=O. The product is [I:17][C:8]1[C:9]([C:12]([O:14][CH2:15][CH3:16])=[O:13])=[N:10][O:11][C:7]=1[C:1]1[CH:2]=[CH:3][CH:4]=[CH:5][CH:6]=1. The yield is 1.00. (6) The yield is 0.200. The catalyst is CN1CCCC1=O.O. The product is [C:41]([C:40]1[CH:43]=[CH:44][C:37]([N:33]2[CH2:32][CH2:31][CH:30]([NH:29][C:27]([C:4]3[N:5]([CH3:26])[C:6]4[C:15]5[CH:14]=[CH:13][CH:12]=[CH:11][C:10]=5[N:9]([CH2:16][C:17](=[O:24])[C:18]5[CH:23]=[CH:22][CH:21]=[CH:20][CH:19]=5)[C:8](=[O:25])[C:7]=4[C:3]=3[O:2][CH3:1])=[O:28])[CH2:35][CH2:34]2)=[CH:38][CH:39]=1)#[N:42]. The reactants are [CH3:1][O:2][C:3]1[C:7]2[C:8](=[O:25])[N:9]([CH2:16][C:17](=[O:24])[C:18]3[CH:23]=[CH:22][CH:21]=[CH:20][CH:19]=3)[C:10]3[CH:11]=[CH:12][CH:13]=[CH:14][C:15]=3[C:6]=2[N:5]([CH3:26])[C:4]=1[C:27]([NH:29][CH:30]1[CH2:35][CH2:34][NH:33][CH2:32][CH2:31]1)=[O:28].F[C:37]1[CH:44]=[CH:43][C:40]([C:41]#[N:42])=[CH:39][CH:38]=1.C(=O)([O-])[O-].[K+].[K+]. (7) The product is [Cl:1][C:2]1[CH:3]=[C:4]2[C:8](=[CH:9][CH:10]=1)[NH:7][C:6]([CH3:11])=[C:5]2[CH2:18][C:19]([O:21][CH3:22])=[O:20]. The catalyst is C1COCC1.[Cl-].[Zn+2].[Cl-]. The reactants are [Cl:1][C:2]1[CH:3]=[C:4]2[C:8](=[CH:9][CH:10]=1)[NH:7][C:6]([CH3:11])=[CH:5]2.C([Li])CCC.Br[CH2:18][C:19]([O:21][CH3:22])=[O:20].[Cl-].[NH4+]. The yield is 0.630.